Regression/Classification. Given a drug SMILES string, predict its toxicity properties. Task type varies by dataset: regression for continuous values (e.g., LD50, hERG inhibition percentage) or binary classification for toxic/non-toxic outcomes (e.g., AMES mutagenicity, cardiotoxicity, hepatotoxicity). Dataset: herg. From a dataset of hERG channel blocking data for cardiac toxicity assessment. (1) The molecule is C=C[C@H]1CN2CC[C@H]1C[C@@H]2[C@@H](O)c1ccnc2ccc(OC)cc12. The result is 1 (blocker). (2) The compound is N#Cc1ccc(Cn2cncc2C[NH2+][C@H]2CCN(Cc3ccccc3)C2=O)cc1. The result is 1 (blocker).